From a dataset of Catalyst prediction with 721,799 reactions and 888 catalyst types from USPTO. Predict which catalyst facilitates the given reaction. (1) The catalyst class is: 91. Product: [CH2:6]([C:13]1[CH:14]=[C:15]([C:28]([N:30]2[CH2:35][CH2:34][N:33]([C:36]([O:38][C:39]([CH3:41])([CH3:42])[CH3:40])=[O:37])[CH2:32][CH2:31]2)=[O:29])[N:16]=[N:17][C:18]=1[C:19]1[O:27][CH:22]=[C:21]([CH:24]([CH3:25])[CH3:26])[N:20]=1)[C:7]1[CH:8]=[CH:9][CH:10]=[CH:11][CH:12]=1. Reactant: O1C=CN=C1.[CH2:6]([C:13]1[CH:14]=[C:15]([C:28]([N:30]2[CH2:35][CH2:34][N:33]([C:36]([O:38][C:39]([CH3:42])([CH3:41])[CH3:40])=[O:37])[CH2:32][CH2:31]2)=[O:29])[N:16]=[N:17][C:18]=1[C:19](=[O:27])[NH:20][C@@H:21]([CH:24]([CH3:26])[CH3:25])[CH2:22]O)[C:7]1[CH:12]=[CH:11][CH:10]=[CH:9][CH:8]=1. (2) Reactant: Br.Br[CH2:3][C:4]([C:6]1[CH:11]=[CH:10][N:9]=[CH:8][CH:7]=1)=O.[CH3:12][O:13][C:14]1[CH:15]=[C:16]([NH:22][C:23]([NH2:25])=[S:24])[CH:17]=[CH:18][C:19]=1[O:20][CH3:21].N. Product: [CH3:12][O:13][C:14]1[CH:15]=[C:16]([NH:22][C:23]2[S:24][CH:3]=[C:4]([C:6]3[CH:11]=[CH:10][N:9]=[CH:8][CH:7]=3)[N:25]=2)[CH:17]=[CH:18][C:19]=1[O:20][CH3:21]. The catalyst class is: 88. (3) Reactant: C([O:3][C:4](=[O:38])[CH2:5][O:6][C:7]1[CH:12]=[C:11]([CH:13]2[CH2:18][CH2:17][CH2:16][N:15]([C:19]([C:21]3[S:25][C:24]([C:26]4[CH:31]=[CH:30][C:29]([C:32]([F:35])([F:34])[F:33])=[CH:28][CH:27]=4)=[N:23][C:22]=3[CH3:36])=[O:20])[CH2:14]2)[CH:10]=[CH:9][C:8]=1[CH3:37])C.C(=O)([O-])[O-].[K+].[K+].CO. Product: [CH3:37][C:8]1[CH:9]=[CH:10][C:11]([C@@H:13]2[CH2:18][CH2:17][CH2:16][N:15]([C:19]([C:21]3[S:25][C:24]([C:26]4[CH:27]=[CH:28][C:29]([C:32]([F:35])([F:33])[F:34])=[CH:30][CH:31]=4)=[N:23][C:22]=3[CH3:36])=[O:20])[CH2:14]2)=[CH:12][C:7]=1[O:6][CH2:5][C:4]([OH:38])=[O:3]. The catalyst class is: 6. (4) Reactant: Cl.[NH2:2][C:3]1[CH:4]=[C:5]2[C:9](=[CH:10][CH:11]=1)[N:8]([CH3:12])[CH:7]=[C:6]2[CH:13]1[CH2:18][CH2:17][N:16]([C:19]([CH:21]2[CH2:25][CH2:24][CH2:23][CH2:22]2)=[O:20])[CH2:15][CH2:14]1.[O:26]=[C:27]1[N:31]([S:32](Cl)(=[O:34])=[O:33])[CH2:30][CH2:29][O:28]1.N1C=CC=CC=1. Product: [CH:21]1([C:19]([N:16]2[CH2:15][CH2:14][CH:13]([C:6]3[C:5]4[C:9](=[CH:10][CH:11]=[C:3]([NH:2][S:32]([N:31]5[CH2:30][CH2:29][O:28][C:27]5=[O:26])(=[O:34])=[O:33])[CH:4]=4)[N:8]([CH3:12])[CH:7]=3)[CH2:18][CH2:17]2)=[O:20])[CH2:25][CH2:24][CH2:23][CH2:22]1. The catalyst class is: 23. (5) Product: [F:1][C:2]([F:10])([F:9])[C:3]([OH:8])([CH3:7])[C:4]([O:6][CH2:20][C:21]1[CH:26]=[CH:25][CH:24]=[CH:23][CH:22]=1)=[O:5]. Reactant: [F:1][C:2]([F:10])([F:9])[C:3]([OH:8])([CH3:7])[C:4]([OH:6])=[O:5].CCN(C(C)C)C(C)C.[CH2:20](Br)[C:21]1[CH:26]=[CH:25][CH:24]=[CH:23][CH:22]=1. The catalyst class is: 23. (6) Reactant: [NH2:1][C:2]1[C:7]([Cl:8])=[CH:6][C:5]([Cl:9])=[CH:4][C:3]=1[S:10]([NH:13][C:14]1[C:19]([CH3:20])=[CH:18][C:17]([CH3:21])=[C:16]([N:22]2[CH2:26][CH2:25][CH2:24][CH2:23]2)[C:15]=1[CH3:27])(=[O:12])=[O:11].[H-].[Na+].[CH3:30][S:31](Cl)(=[O:33])=[O:32]. Product: [Cl:8][C:7]1[C:2]([NH:1][S:31]([CH3:30])(=[O:33])=[O:32])=[C:3]([S:10]([NH:13][C:14]2[C:19]([CH3:20])=[CH:18][C:17]([CH3:21])=[C:16]([N:22]3[CH2:23][CH2:24][CH2:25][CH2:26]3)[C:15]=2[CH3:27])(=[O:11])=[O:12])[CH:4]=[C:5]([Cl:9])[CH:6]=1. The catalyst class is: 3. (7) Reactant: [CH3:1][C:2]1[CH:9]=[N:8][CH:7]=[C:6]([S:10]CCC)[C:3]=1[C:4]#[N:5].Br[C:15]1[CH:22]=NC=[C:19]([CH3:23])[C:16]=1[C:17]#[N:18].[CH2:24](S)CC.[OH-:28].[K+].[OH2:30]. Product: [CH2:17]([N:18]1[C:4](=[NH:5])[C:3]2[C:6](=[CH:7][N:8]=[CH:9][C:2]=2[CH3:1])[S:10]1(=[O:30])=[O:28])[C:16]1[CH:15]=[CH:22][CH:24]=[CH:23][CH:19]=1. The catalyst class is: 3. (8) Reactant: [NH2:1][C:2]1[CH:3]=[CH:4][C:5]([Cl:8])=[N:6][CH:7]=1.CCN(C(C)C)C(C)C.Cl[C:19]([O:21][C:22]1[CH:27]=[CH:26][C:25]([N+:28]([O-:30])=[O:29])=[CH:24][CH:23]=1)=[O:20]. Product: [Cl:8][C:5]1[N:6]=[CH:7][C:2]([NH:1][C:19](=[O:20])[O:21][C:22]2[CH:23]=[CH:24][C:25]([N+:28]([O-:30])=[O:29])=[CH:26][CH:27]=2)=[CH:3][CH:4]=1. The catalyst class is: 2. (9) Reactant: [F:1][C:2]1[C:7]([F:8])=[CH:6][CH:5]=[CH:4][C:3]=1[CH2:9][CH2:10][C:11]1[CH:16]=[C:15]([OH:17])[N:14]2[N:18]=[C:19]([C:21]#[N:22])[CH:20]=[C:13]2[N:12]=1.[N-:23]=[N+:24]=[N-:25].[Na+].[Cl-].[NH4+]. Product: [F:1][C:2]1[C:7]([F:8])=[CH:6][CH:5]=[CH:4][C:3]=1[CH2:9][CH2:10][C:11]1[CH:16]=[C:15]([OH:17])[N:14]2[N:18]=[C:19]([C:21]3[NH:25][N:24]=[N:23][N:22]=3)[CH:20]=[C:13]2[N:12]=1. The catalyst class is: 3.